Dataset: Catalyst prediction with 721,799 reactions and 888 catalyst types from USPTO. Task: Predict which catalyst facilitates the given reaction. (1) Reactant: C(Cl)(=O)C(Cl)=O.CS(C)=O.[CH2:11]([O:18][C:19]([N:21]1[CH2:25][CH2:24][CH:23]([CH2:26][OH:27])[CH2:22]1)=[O:20])[C:12]1[CH:17]=[CH:16][CH:15]=[CH:14][CH:13]=1.C(N(CC)CC)C. Product: [CH2:11]([O:18][C:19]([N:21]1[CH2:25][CH2:24][CH:23]([CH:26]=[O:27])[CH2:22]1)=[O:20])[C:12]1[CH:17]=[CH:16][CH:15]=[CH:14][CH:13]=1. The catalyst class is: 46. (2) Product: [F:13][C:2]([F:1])([C:6]1[CH:11]=[CH:10][C:9]([F:12])=[CH:8][CH:7]=1)[C:3]([NH:47][C:48]1[S:49][CH:50]=[CH:51][C:52]=1[C:53]([NH2:55])=[O:54])=[O:5]. Reactant: [F:1][C:2]([F:13])([C:6]1[CH:11]=[CH:10][C:9]([F:12])=[CH:8][CH:7]=1)[C:3]([OH:5])=O.CN(C(ON1N=NC2C=CC=NC1=2)=[N+](C)C)C.F[P-](F)(F)(F)(F)F.CCN(C(C)C)C(C)C.[NH2:47][C:48]1[S:49][CH:50]=[CH:51][C:52]=1[C:53]([NH2:55])=[O:54]. The catalyst class is: 18. (3) Reactant: [CH:1]1([C:6]([OH:28])([C:22]2[CH:27]=[CH:26][CH:25]=[CH:24][CH:23]=2)[C:7]([NH:9][C@H:10]2[CH2:14][CH2:13][N:12](CC3C=CC=CC=3)[CH2:11]2)=[O:8])[CH2:5][CH2:4][CH2:3][CH2:2]1. Product: [CH:1]1([C:6]([OH:28])([C:22]2[CH:23]=[CH:24][CH:25]=[CH:26][CH:27]=2)[C:7]([NH:9][C@H:10]2[CH2:14][CH2:13][NH:12][CH2:11]2)=[O:8])[CH2:5][CH2:4][CH2:3][CH2:2]1. The catalyst class is: 19. (4) Reactant: [I:1][C:2]1[CH:7]=[CH:6][C:5]([OH:8])=[CH:4][CH:3]=1.Br[CH2:10][CH:11]([CH3:13])[CH3:12].C([O-])([O-])=O.[K+].[K+].CN(C=O)C. Product: [I:1][C:2]1[CH:7]=[CH:6][C:5]([O:8][CH2:10][CH:11]([CH3:13])[CH3:12])=[CH:4][CH:3]=1. The catalyst class is: 6. (5) Reactant: [F:1][C:2]1[CH:3]=[CH:4][C:5]2[N:9]=[C:8]([C@@H:10]([NH:12][C:13]3[N:21]=[CH:20][N:19]=[C:18]4[C:14]=3[N:15]=[CH:16][N:17]4C3CCCCO3)[CH3:11])[N:7]([C:28]3[CH:33]=[CH:32][CH:31]=[CH:30][CH:29]=3)[C:6]=2[CH:34]=1.Cl. Product: [F:1][C:2]1[CH:3]=[CH:4][C:5]2[N:9]=[C:8]([C@@H:10]([NH:12][C:13]3[N:21]=[CH:20][N:19]=[C:18]4[C:14]=3[N:15]=[CH:16][NH:17]4)[CH3:11])[N:7]([C:28]3[CH:29]=[CH:30][CH:31]=[CH:32][CH:33]=3)[C:6]=2[CH:34]=1. The catalyst class is: 25. (6) Reactant: C(O)C.CC([O-])(C)C.[K+].[C:10]([O:17][CH2:18][CH3:19])(=[O:16])[C:11]([O:13]CC)=O.[CH3:20][O:21][C:22]1[CH:27]=[C:26]([CH3:28])[C:25]([N+:29]([O-:31])=[O:30])=[CH:24][N:23]=1. Product: [CH3:20][O:21][C:22]1[CH:27]=[C:26]([CH2:28][C:11](=[O:13])[C:10]([O:17][CH2:18][CH3:19])=[O:16])[C:25]([N+:29]([O-:31])=[O:30])=[CH:24][N:23]=1. The catalyst class is: 27. (7) Reactant: [CH3:1][C@H:2]1[CH2:7][CH2:6][C@H:5]([C:8](Cl)=[O:9])[CH2:4][CH2:3]1.[F:11][C:12]1[CH:17]=[C:16]([F:18])[CH:15]=[CH:14][C:13]=1[C:19]1[S:23][C:22]([NH:24][CH:25]2[CH2:30][CH2:29][O:28][CH2:27][CH2:26]2)=[C:21]([C:31]([O:33][CH3:34])=[O:32])[CH:20]=1.C(N(C(C)C)CC)(C)C.C(=O)([O-])[O-].[Na+].[Na+]. Product: [F:11][C:12]1[CH:17]=[C:16]([F:18])[CH:15]=[CH:14][C:13]=1[C:19]1[S:23][C:22]([N:24]([C:8]([C@H:5]2[CH2:6][CH2:7][C@H:2]([CH3:1])[CH2:3][CH2:4]2)=[O:9])[CH:25]2[CH2:30][CH2:29][O:28][CH2:27][CH2:26]2)=[C:21]([C:31]([O:33][CH3:34])=[O:32])[CH:20]=1. The catalyst class is: 4.